This data is from Forward reaction prediction with 1.9M reactions from USPTO patents (1976-2016). The task is: Predict the product of the given reaction. (1) Given the reactants [CH2:1]([O:3][C:4](=[O:16])[NH:5][C:6]1[CH:7]=[C:8]2[C:12](=[CH:13][CH:14]=1)[C:11](=[O:15])[CH2:10][CH2:9]2)[CH3:2].[N+:17]([O-])([O-:19])=[O:18].[K+], predict the reaction product. The product is: [CH2:1]([O:3][C:4](=[O:16])[NH:5][C:6]1[C:7]([N+:17]([O-:19])=[O:18])=[C:8]2[C:12](=[CH:13][CH:14]=1)[C:11](=[O:15])[CH2:10][CH2:9]2)[CH3:2]. (2) Given the reactants C([O:3][C:4](=[O:28])[CH2:5][CH2:6][N:7]1[C:11]2[CH:12]=[CH:13][CH:14]=[CH:15][C:10]=2[N:9]([CH2:16][C:17]2[C:18]3[CH:25]=[C:24]([Cl:26])[CH:23]=[CH:22][C:19]=3[S:20][CH:21]=2)[C:8]1=[O:27])C.[OH-].[Na+].Cl, predict the reaction product. The product is: [Cl:26][C:24]1[CH:23]=[CH:22][C:19]2[S:20][CH:21]=[C:17]([CH2:16][N:9]3[C:10]4[CH:15]=[CH:14][CH:13]=[CH:12][C:11]=4[N:7]([CH2:6][CH2:5][C:4]([OH:28])=[O:3])[C:8]3=[O:27])[C:18]=2[CH:25]=1. (3) Given the reactants [NH2:1][C:2]1[CH:7]=[CH:6][C:5]([C:8]2[C:16]3[C:11](=[CH:12][N:13]=[CH:14][CH:15]=3)[NH:10][C:9]=2[C:17]([NH2:19])=[O:18])=[CH:4][CH:3]=1.[CH3:20][O:21][C:22]1[CH:27]=[CH:26][CH:25]=[CH:24][C:23]=1[N:28]=[C:29]=[O:30], predict the reaction product. The product is: [CH3:20][O:21][C:22]1[CH:27]=[CH:26][CH:25]=[CH:24][C:23]=1[NH:28][C:29](=[O:30])[NH:1][C:2]1[CH:3]=[CH:4][C:5]([C:8]2[C:16]3[C:11](=[CH:12][N:13]=[CH:14][CH:15]=3)[NH:10][C:9]=2[C:17]([NH2:19])=[O:18])=[CH:6][CH:7]=1. (4) Given the reactants [F:1][C:2]1[CH:15]=[CH:14][C:5]([CH2:6][S:7][CH2:8][C:9]([O:11][CH2:12][CH3:13])=[O:10])=[CH:4][CH:3]=1.C1C=C(Cl)C=C(C(OO)=[O:24])C=1, predict the reaction product. The product is: [F:1][C:2]1[CH:3]=[CH:4][C:5]([CH2:6][S:7]([CH2:8][C:9]([O:11][CH2:12][CH3:13])=[O:10])=[O:24])=[CH:14][CH:15]=1.